From a dataset of Full USPTO retrosynthesis dataset with 1.9M reactions from patents (1976-2016). Predict the reactants needed to synthesize the given product. (1) Given the product [CH3:1][C:2]1[N:3]=[C:4]2[C:9]([NH:10][CH:11]3[C:20]4[C:15](=[CH:16][CH:17]=[CH:18][C:19]=4[CH3:21])[O:14][CH2:13][CH2:12]3)=[CH:8][C:7]([C:22]([N:26]3[CH2:31][CH2:30][O:29][CH2:28][CH2:27]3)=[O:23])=[CH:6][N:5]2[CH:25]=1, predict the reactants needed to synthesize it. The reactants are: [CH3:1][C:2]1[N:3]=[C:4]2[C:9]([NH:10][CH:11]3[C:20]4[C:15](=[CH:16][CH:17]=[CH:18][C:19]=4[CH3:21])[O:14][CH2:13][CH2:12]3)=[CH:8][C:7]([C:22](O)=[O:23])=[CH:6][N:5]2[CH:25]=1.[NH:26]1[CH2:31][CH2:30][O:29][CH2:28][CH2:27]1.O.ON1C2C=CC=CC=2N=N1.Cl.CN(C)CCCN=C=NCC. (2) Given the product [CH3:18][CH:17]([CH3:19])[CH2:16][C:15]([NH:14][C:2]1[CH:3]=[CH:4][C:5]2[O:6][C:7]3[CH2:13][CH2:12][CH2:11][CH2:10][C:8]=3[C:9]=2[CH:1]=1)=[O:20], predict the reactants needed to synthesize it. The reactants are: [CH2:1]1[C:9]2[C:8]3[CH:10]=[CH:11][CH:12]=[CH:13][C:7]=3[O:6][C:5]=2[CH2:4][CH2:3][CH:2]1[NH2:14].[C:15](Cl)(=[O:20])[CH2:16][CH:17]([CH3:19])[CH3:18].C(N(CC)CC)C. (3) Given the product [CH2:2]([N:1]=[C:33]=[N:32][CH2:37][CH2:26][CH2:24][N:21]([CH3:18])[CH3:22])[CH3:7], predict the reactants needed to synthesize it. The reactants are: [NH2:1][C:2]1[CH:7]=CC=CC=1.C(Cl)(=O)C=C.C(=O)(O)[O-].[Na+].[CH:18]([N:21]([CH:24]([CH3:26])C)[CH2:22]C)(C)C.C(O)(=O)C=C.[N:32]1[CH:37]=CC=C[CH:33]=1. (4) The reactants are: [Br:1][C:2]1[CH:15]=[CH:14][C:5]([O:6][Si:7]([C:10]([CH3:13])([CH3:12])[CH3:11])([CH3:9])[CH3:8])=[CH:4][C:3]=1[CH3:16].[Br:17]N1C(=O)CCC1=O.N(C(C)(C)C#N)=NC(C)(C)C#N. Given the product [Br:1][C:2]1[CH:15]=[CH:14][C:5]([O:6][Si:7]([C:10]([CH3:11])([CH3:12])[CH3:13])([CH3:8])[CH3:9])=[CH:4][C:3]=1[CH2:16][Br:17], predict the reactants needed to synthesize it. (5) Given the product [Cl:18][C:19]1[C:24]([C:2]2[CH:3]=[C:4]3[C:8](=[CH:9][CH:10]=2)[NH:7][N:6]=[CH:5]3)=[CH:23][CH:22]=[CH:21][N:20]=1, predict the reactants needed to synthesize it. The reactants are: Br[C:2]1[CH:3]=[C:4]2[C:8](=[CH:9][CH:10]=1)[NH:7][N:6]=[C:5]2C(OC(C)(C)C)=O.[Cl:18][C:19]1[C:24](B2OC(C)(C)C(C)(C)O2)=[CH:23][CH:22]=[CH:21][N:20]=1.C([O-])([O-])=O.[Na+].[Na+].CCOC(C)=O.O.